Task: Predict the reaction yield, written as a fraction of the theoretical maximum amount of product (1.0 means a 100% yield; for example, 0.34 means a 34% yield).. Dataset: Reaction yield outcomes from USPTO patents with 853,638 reactions (1) The reactants are [Sn](Cl)Cl.[CH2:4]([O:6][C:7]([C:9]1[CH:10]=[N:11][N:12]([CH3:25])[C:13]=1[NH:14][C:15]1[CH:20]=[CH:19][C:18]([CH3:21])=[CH:17][C:16]=1[N+:22]([O-])=O)=[O:8])[CH3:5]. The catalyst is CO. The product is [CH2:4]([O:6][C:7]([C:9]1[CH:10]=[N:11][N:12]([CH3:25])[C:13]=1[NH:14][C:15]1[CH:20]=[CH:19][C:18]([CH3:21])=[CH:17][C:16]=1[NH2:22])=[O:8])[CH3:5]. The yield is 0.520. (2) The reactants are Br[C:2]1[CH:7]=[CH:6][CH:5]=[CH:4][C:3]=1[CH2:8][CH2:9][C:10]([N:12]([CH:22]([CH3:24])[CH3:23])[NH:13][C:14](=[O:21])[C:15]1[CH:20]=[CH:19][CH:18]=[CH:17][CH:16]=1)=[O:11].C([O-])([O-])=O.[Na+].[Na+].[Cl:31][C:32]1[CH:37]=[CH:36][CH:35]=[CH:34][C:33]=1B(O)O. The catalyst is COCCOC. The product is [Cl:31][C:32]1[CH:37]=[CH:36][CH:35]=[CH:34][C:33]=1[C:2]1[CH:7]=[CH:6][CH:5]=[CH:4][C:3]=1[CH2:8][CH2:9][C:10]([N:12]([CH:22]([CH3:24])[CH3:23])[NH:13][C:14](=[O:21])[C:15]1[CH:20]=[CH:19][CH:18]=[CH:17][CH:16]=1)=[O:11]. The yield is 0.940. (3) The reactants are [Br:1][C:2]1[C:3]([F:28])=[CH:4][C:5]2[CH:11]3[CH2:12][CH:9]([CH2:10]3)[N:8]3[C:13]([CH2:20][C:21]4[N:25]([CH3:26])[N:24]=[CH:23][CH:22]=4)=[C:14]([C:16]([O:18]C)=O)[N:15]=[C:7]3[C:6]=2[CH:27]=1.C[O-].[Na+].C([NH2:34])=O. No catalyst specified. The product is [Br:1][C:2]1[C:3]([F:28])=[CH:4][C:5]2[CH:11]3[CH2:10][CH:9]([CH2:12]3)[N:8]3[C:13]([CH2:20][C:21]4[N:25]([CH3:26])[N:24]=[CH:23][CH:22]=4)=[C:14]([C:16]([NH2:34])=[O:18])[N:15]=[C:7]3[C:6]=2[CH:27]=1. The yield is 0.570. (4) The reactants are [OH:1][C@H:2]([C@H:4]1[NH:9][C:8]([CH3:11])([CH3:10])[CH2:7][C:6](=[O:12])[CH2:5]1)[CH3:3].N1C=CN=C1.[CH3:18][C:19]([Si:22](Cl)([CH3:24])[CH3:23])([CH3:21])[CH3:20]. The catalyst is CN(C=O)C.O. The product is [Si:22]([O:1][C@H:2]([C@H:4]1[NH:9][C:8]([CH3:11])([CH3:10])[CH2:7][C:6](=[O:12])[CH2:5]1)[CH3:3])([C:19]([CH3:21])([CH3:20])[CH3:18])([CH3:24])[CH3:23]. The yield is 0.350. (5) The reactants are [Cl:1][C:2]1[N:10]=[CH:9][CH:8]=[CH:7][C:3]=1[C:4](O)=[O:5].C(N(CC)CC)C.C(OC(Cl)=O)C.[N-:24]=[N+:25]=[N-:26].[Na+]. The catalyst is CC(C)=O.O. The product is [N:24]([C:4]([C:3]1[C:2]([Cl:1])=[N:10][CH:9]=[CH:8][CH:7]=1)=[O:5])=[N+:25]=[N-:26]. The yield is 0.480.